Task: Predict which catalyst facilitates the given reaction.. Dataset: Catalyst prediction with 721,799 reactions and 888 catalyst types from USPTO (1) The catalyst class is: 31. Product: [CH2:1]([C:3]1[C:11]2[C:6](=[C:7]([O:17][CH3:21])[CH:8]=[C:9]([C:12]([O:14][CH2:15][CH3:16])=[O:13])[CH:10]=2)[NH:5][N:4]=1)[CH3:2]. Reactant: [CH2:1]([C:3]1[C:11]2[C:6](=[C:7]([OH:17])[CH:8]=[C:9]([C:12]([O:14][CH2:15][CH3:16])=[O:13])[CH:10]=2)[NH:5][N:4]=1)[CH3:2].[H-].[Na+].I[CH3:21]. (2) Reactant: [CH2:1]([O:8][C:9]([NH:11][C@@H:12]([CH2:16][CH:17]([F:19])[F:18])[C:13]([OH:15])=O)=[O:10])[C:2]1[CH:7]=[CH:6][CH:5]=[CH:4][CH:3]=1.C(N1CCOCC1)C.[B-](F)(F)(F)F.CCOC(C(C#N)=NOC(N(C)C)=[N+](C)C)=O.[CH2:50]([O:54][C:55]([N:57]1[CH2:62][CH2:61][NH:60][CH2:59][CH2:58]1)=[O:56])[CH2:51][CH2:52][CH3:53]. Product: [CH2:50]([O:54][C:55]([N:57]1[CH2:62][CH2:61][N:60]([C:13](=[O:15])[C@@H:12]([NH:11][C:9]([O:8][CH2:1][C:2]2[CH:3]=[CH:4][CH:5]=[CH:6][CH:7]=2)=[O:10])[CH2:16][CH:17]([F:19])[F:18])[CH2:59][CH2:58]1)=[O:56])[CH2:51][CH2:52][CH3:53]. The catalyst class is: 13. (3) Reactant: [F:1][C:2]1[CH:3]=[C:4]([OH:9])[CH:5]=[C:6]([F:8])[CH:7]=1.C(=O)([O-])[O-].[K+].[K+].I[CH:17]([CH3:19])[CH3:18]. Product: [F:1][C:2]1[CH:3]=[C:4]([O:9][CH:17]([CH3:19])[CH3:18])[CH:5]=[C:6]([F:8])[CH:7]=1. The catalyst class is: 31. (4) Reactant: Br[C:2]1[S:3][CH:4]=[C:5](Br)[N:6]=1.C([Li])CCC.[Cl-].[C:14]([O:18][C:19]([N:21]1[CH:26]2[CH2:27][CH2:28][CH:22]1[CH2:23][C:24](=[O:29])[CH2:25]2)=[O:20])([CH3:17])([CH3:16])[CH3:15].[Cl-].[NH4+]. Product: [C:14]([O:18][C:19]([N:21]1[CH:26]2[CH2:27][CH2:28][CH:22]1[CH2:23][C:24]([OH:29])([C:5]1[N:6]=[CH:2][S:3][CH:4]=1)[CH2:25]2)=[O:20])([CH3:17])([CH3:15])[CH3:16]. The catalyst class is: 27. (5) Reactant: [CH3:1][O:2][C:3]1[N:8]=[C:7]2[N:9]([CH2:14][CH2:15][CH:16]=O)[C:10](=[O:13])[CH:11]=[CH:12][C:6]2=[N:5][CH:4]=1.[NH2:18][CH2:19][C@@H:20]1[CH2:24][N:23]([C:25]2[CH:26]=[CH:27][C:28]3[O:29][CH2:30][C:31](=[O:35])[NH:32][C:33]=3[N:34]=2)[C:22](=[O:36])[CH2:21]1.C(O)(=O)C.C(O[BH-](OC(=O)C)OC(=O)C)(=O)C.[Na+].C(=O)([O-])O.[Na+]. Product: [CH3:1][O:2][C:3]1[N:8]=[C:7]2[N:9]([CH2:14][CH2:15][CH2:16][NH:18][CH2:19][C@@H:20]3[CH2:24][N:23]([C:25]4[CH:26]=[CH:27][C:28]5[O:29][CH2:30][C:31](=[O:35])[NH:32][C:33]=5[N:34]=4)[C:22](=[O:36])[CH2:21]3)[C:10](=[O:13])[CH:11]=[CH:12][C:6]2=[N:5][CH:4]=1. The catalyst class is: 9.